From a dataset of Forward reaction prediction with 1.9M reactions from USPTO patents (1976-2016). Predict the product of the given reaction. Given the reactants [CH3:1][O:2][CH:3]([O:7][CH3:8])[CH2:4][NH:5][CH3:6].C(=O)(O)[O-].[Na+].[C:14]1([CH2:20][C:21](Cl)=[O:22])[CH:19]=[CH:18][CH:17]=[CH:16][CH:15]=1, predict the reaction product. The product is: [CH3:6][N:5]([CH2:4][CH:3]([O:7][CH3:8])[O:2][CH3:1])[C:21](=[O:22])[CH2:20][C:14]1[CH:19]=[CH:18][CH:17]=[CH:16][CH:15]=1.